Dataset: Forward reaction prediction with 1.9M reactions from USPTO patents (1976-2016). Task: Predict the product of the given reaction. (1) Given the reactants [N+:1]([C:4]1[C:5]([CH2:10][C:11]([O:13][CH3:14])=[O:12])=[N:6][CH:7]=[CH:8][CH:9]=1)([O-])=O, predict the reaction product. The product is: [NH2:1][C:4]1[C:5]([CH2:10][C:11]([O:13][CH3:14])=[O:12])=[N:6][CH:7]=[CH:8][CH:9]=1. (2) Given the reactants [CH2:1]([N:8]1[CH2:17][CH2:16][C:15]2[N:14]=[C:13](Cl)[CH:12]=[CH:11][C:10]=2[CH2:9]1)[C:2]1[CH:7]=[CH:6][CH:5]=[CH:4][CH:3]=1.Cl.[CH3:20][NH:21][CH3:22].CC(C1C=C(C(C)C)C(C2C=CC=CC=2P(C2CCCCC2)C2CCCCC2)=C(C(C)C)C=1)C.CC(C)([O-])C.[Na+], predict the reaction product. The product is: [CH2:1]([N:8]1[CH2:17][CH2:16][C:15]2[N:14]=[C:13]([N:21]([CH3:22])[CH3:20])[CH:12]=[CH:11][C:10]=2[CH2:9]1)[C:2]1[CH:7]=[CH:6][CH:5]=[CH:4][CH:3]=1. (3) Given the reactants [S:1](N)([NH2:4])(=[O:3])=[O:2].[CH3:6][NH:7][CH2:8][CH2:9][CH2:10][CH2:11][CH2:12][CH3:13], predict the reaction product. The product is: [CH2:8]([N:7]([CH3:6])[S:1]([NH2:4])(=[O:3])=[O:2])[CH2:9][CH2:10][CH2:11][CH2:12][CH3:13]. (4) The product is: [NH2:8][CH2:9][CH2:10][NH:11][C@:12]12[CH2:47][CH2:46][C@@H:45]([C:48]([CH3:50])=[CH2:49])[C@@H:13]1[C@@H:14]1[C@@:27]([CH3:30])([CH2:28][CH2:29]2)[C@@:26]2([CH3:31])[C@@H:17]([C@:18]3([CH3:44])[C@@H:23]([CH2:24][CH2:25]2)[C:22]([CH3:33])([CH3:32])[C:21]([C:34]2[CH:35]=[CH:36][C:37]([C:38]([OH:40])=[O:39])=[CH:42][CH:43]=2)=[CH:20][CH2:19]3)[CH2:16][CH2:15]1. Given the reactants C(OC([NH:8][CH2:9][CH2:10][NH:11][C@:12]12[CH2:47][CH2:46][C@@H:45]([C:48]([CH3:50])=[CH2:49])[C@@H:13]1[C@@H:14]1[C@@:27]([CH3:30])([CH2:28][CH2:29]2)[C@@:26]2([CH3:31])[C@@H:17]([C@:18]3([CH3:44])[C@@H:23]([CH2:24][CH2:25]2)[C:22]([CH3:33])([CH3:32])[C:21]([C:34]2[CH:43]=[CH:42][C:37]([C:38]([O:40]C)=[O:39])=[CH:36][CH:35]=2)=[CH:20][CH2:19]3)[CH2:16][CH2:15]1)=O)(C)(C)C.Cl, predict the reaction product. (5) Given the reactants [CH3:1][S:2](Cl)(=[O:4])=[O:3].C(N(C(C)C)CC)(C)C.[CH3:15][C:16]1[CH:21]=[C:20]([CH3:22])[CH:19]=[C:18]([CH3:23])[C:17]=1[S:24]([O:27][C:28]1[C:33]([CH2:34][C:35]2[CH:40]=[CH:39][C:38]([O:41][CH2:42][CH2:43][CH2:44][OH:45])=[CH:37][C:36]=2[O:46][CH3:47])=[C:32]([CH3:48])[N:31]=[C:30]([NH2:49])[N:29]=1)(=[O:26])=[O:25], predict the reaction product. The product is: [CH3:15][C:16]1[CH:21]=[C:20]([CH3:22])[CH:19]=[C:18]([CH3:23])[C:17]=1[S:24]([O:27][C:28]1[C:33]([CH2:34][C:35]2[CH:40]=[CH:39][C:38]([O:41][CH2:42][CH2:43][CH2:44][O:45][S:2]([CH3:1])(=[O:4])=[O:3])=[CH:37][C:36]=2[O:46][CH3:47])=[C:32]([CH3:48])[N:31]=[C:30]([NH2:49])[N:29]=1)(=[O:25])=[O:26]. (6) Given the reactants [CH:1]1([CH2:7][C:8]2[N:9]=[C:10]([C:13]3[O:17][C:16]([CH2:18][C:19]([CH3:24])([CH3:23])[C:20]([OH:22])=[O:21])=[N:15][N:14]=3)[S:11][CH:12]=2)[CH2:6][CH2:5][CH2:4][CH2:3][CH2:2]1.Br[C:26]1[C:35]2[C:30](=[CH:31][CH:32]=[CH:33][CH:34]=2)[C:29]([S:36]([NH:39][C@@H:40]([CH3:45])[C:41]([F:44])([F:43])[F:42])(=[O:38])=[O:37])=[N:28][CH:27]=1, predict the reaction product. The product is: [CH:1]1([CH2:7][C:8]2[N:9]=[C:10]([C:13]3[O:17][C:16]([CH2:18][C:19]([CH3:24])([CH3:23])[C:20]([OH:22])=[O:21])=[N:15][N:14]=3)[S:11][C:12]=2[C:26]2[C:35]3[C:30](=[CH:31][CH:32]=[CH:33][CH:34]=3)[C:29]([S:36](=[O:38])(=[O:37])[NH:39][C@@H:40]([CH3:45])[C:41]([F:42])([F:44])[F:43])=[N:28][CH:27]=2)[CH2:2][CH2:3][CH2:4][CH2:5][CH2:6]1. (7) Given the reactants [CH3:1][C:2]1[CH:3]=[CH:4][C:5]([I:11])=[C:6]([CH:10]=1)[C:7](O)=[O:8].O=S(Cl)[Cl:14], predict the reaction product. The product is: [CH3:1][C:2]1[CH:3]=[CH:4][C:5]([I:11])=[C:6]([CH:10]=1)[C:7]([Cl:14])=[O:8].